This data is from Forward reaction prediction with 1.9M reactions from USPTO patents (1976-2016). The task is: Predict the product of the given reaction. (1) Given the reactants [CH:1]([O:4][C:5]1[CH:6]=[CH:7][N:8]=[C:9]2[C:14]=1[N:13]=[C:12]([CH3:15])[CH:11]=[CH:10]2)([CH3:3])[CH3:2].[O:16]1CCOCC1, predict the reaction product. The product is: [CH:1]([O:4][C:5]1[CH:6]=[CH:7][N:8]=[C:9]2[C:14]=1[N:13]=[C:12]([CH:15]=[O:16])[CH:11]=[CH:10]2)([CH3:3])[CH3:2]. (2) Given the reactants [C:1]([C:5]1[CH:30]=[CH:29][C:8]([C:9]([NH:11][C:12](=[S:28])[NH:13][C:14]2[CH:19]=[CH:18][C:17]([NH:20][C:21](=[O:27])[CH2:22][CH2:23][CH2:24][CH2:25]Br)=[CH:16][CH:15]=2)=[O:10])=[CH:7][CH:6]=1)([CH3:4])([CH3:3])[CH3:2].[NH:31]1[CH2:36][CH2:35][O:34][CH2:33][CH2:32]1.[I-].[K+], predict the reaction product. The product is: [C:1]([C:5]1[CH:30]=[CH:29][C:8]([C:9]([NH:11][C:12](=[S:28])[NH:13][C:14]2[CH:19]=[CH:18][C:17]([NH:20][C:21](=[O:27])[CH2:22][CH2:23][CH2:24][CH2:25][N:31]3[CH2:36][CH2:35][O:34][CH2:33][CH2:32]3)=[CH:16][CH:15]=2)=[O:10])=[CH:7][CH:6]=1)([CH3:4])([CH3:3])[CH3:2].